This data is from Serine/threonine kinase 33 screen with 319,792 compounds. The task is: Binary Classification. Given a drug SMILES string, predict its activity (active/inactive) in a high-throughput screening assay against a specified biological target. (1) The drug is O(C(=O)c1c(c(nc2c1cccc2)CCC)CC)CC(=O)NCc1cc2OCOc2cc1. The result is 0 (inactive). (2) The drug is o1nc2c(c1c1ccc(OC)cc1)cc(cc2)C(=O)/C=C\N(C)C. The result is 1 (active). (3) The drug is s1c(nc(c2c(noc2C)c2ccccc2)c1)COc1ccccc1. The result is 0 (inactive). (4) The drug is O(c1cc(c2c3CCCCCCc3nc(N)c2C#N)ccc1OC)C. The result is 0 (inactive). (5) The drug is s1c2c(nc1NNC(=O)c1ccc(F)cc1)cc1OCOc1c2. The result is 0 (inactive). (6) The molecule is S(=O)(=O)(NC1CCCCC1)c1c(c(cc(c1C)C)C)C. The result is 0 (inactive). (7) The compound is S(=O)(=O)(N1CCC(CC1)C)c1cc2c(n3c(nc2=O)cc(cc3)C)cc1. The result is 0 (inactive).